From a dataset of Full USPTO retrosynthesis dataset with 1.9M reactions from patents (1976-2016). Predict the reactants needed to synthesize the given product. Given the product [CH2:1]([C:8]1[O:12][N:11]=[C:10]([C:13]([OH:15])=[O:14])[CH:9]=1)[C:2]1[CH:7]=[CH:6][CH:5]=[CH:4][CH:3]=1, predict the reactants needed to synthesize it. The reactants are: [CH2:1]([C:8]1[O:12][N:11]=[C:10]([C:13]([O:15]CC)=[O:14])[CH:9]=1)[C:2]1[CH:7]=[CH:6][CH:5]=[CH:4][CH:3]=1.[OH-].[Na+].